This data is from Catalyst prediction with 721,799 reactions and 888 catalyst types from USPTO. The task is: Predict which catalyst facilitates the given reaction. (1) Reactant: [N+:1]([C:4]1[CH:5]=[CH:6][C:7]([C:20]([F:26])([F:25])[C:21]([F:24])([F:23])[F:22])=[C:8]([CH:19]=1)[O:9][CH2:10][CH:11]([OH:18])[CH2:12][N:13]1[CH2:17][CH2:16][CH2:15][CH2:14]1)([O-:3])=[O:2].[C:27](Cl)(=[O:29])[CH3:28]. Product: [N+:1]([C:4]1[CH:5]=[CH:6][C:7]([C:20]([F:26])([F:25])[C:21]([F:22])([F:23])[F:24])=[C:8]([CH:19]=1)[O:9][CH2:10][CH:11]([O:18][C:27](=[O:29])[CH3:28])[CH2:12][N:13]1[CH2:17][CH2:16][CH2:15][CH2:14]1)([O-:3])=[O:2]. The catalyst class is: 2. (2) Reactant: Br[C:2]1[CH:7]=[CH:6][C:5](/[C:8](/[CH2:38][CH3:39])=[C:9](\[C:25]2[CH:30]=[CH:29][C:28](/[CH:31]=[CH:32]/[C:33]([O:35][CH2:36][CH3:37])=[O:34])=[CH:27][CH:26]=2)/[C:10]2[CH:11]=[C:12]3[C:16](=[CH:17][CH:18]=2)[N:15]([CH:19]2[CH2:24][CH2:23][CH2:22][CH2:21][O:20]2)[N:14]=[CH:13]3)=[CH:4][CH:3]=1.[N:40]1[CH:45]=[C:44](B(O)O)[CH:43]=[N:42][CH:41]=1.C(=O)([O-])[O-].[K+].[K+].C(OCC)(=O)C. Product: [N:40]1[CH:45]=[C:44]([C:2]2[CH:7]=[CH:6][C:5](/[C:8](/[CH2:38][CH3:39])=[C:9](\[C:25]3[CH:26]=[CH:27][C:28](/[CH:31]=[CH:32]/[C:33]([O:35][CH2:36][CH3:37])=[O:34])=[CH:29][CH:30]=3)/[C:10]3[CH:11]=[C:12]4[C:16](=[CH:17][CH:18]=3)[N:15]([CH:19]3[CH2:24][CH2:23][CH2:22][CH2:21][O:20]3)[N:14]=[CH:13]4)=[CH:4][CH:3]=2)[CH:43]=[N:42][CH:41]=1. The catalyst class is: 335. (3) Reactant: [H-].[Na+].[CH3:3][O:4][C:5]1[CH:6]=[C:7]([SH:11])[CH:8]=[CH:9][CH:10]=1.[Br:12][C:13]1[C:26]2[C:17](=[N:18][C:19]3[C:24]([C:25]=2Cl)=[CH:23][CH:22]=[CH:21][CH:20]=3)[CH:16]=[CH:15][CH:14]=1. Product: [Br:12][C:13]1[C:26]2[C:17](=[N:18][C:19]3[C:24]([C:25]=2[S:11][C:7]2[CH:8]=[CH:9][CH:10]=[C:5]([O:4][CH3:3])[CH:6]=2)=[CH:23][CH:22]=[CH:21][CH:20]=3)[CH:16]=[CH:15][CH:14]=1. The catalyst class is: 3. (4) Reactant: [CH3:1][NH:2][C:3](=[O:36])[C:4]([N:6]([C:13]1[CH:18]=[CH:17][CH:16]=[CH:15][C:14]=1[C:19](=[O:35])[CH2:20][CH2:21][CH:22]1[CH2:27][CH2:26][N:25]([C:28]([O:30][C:31]([CH3:34])([CH3:33])[CH3:32])=[O:29])[CH2:24][CH2:23]1)[C:7]1[CH:12]=[CH:11][CH:10]=[CH:9][CH:8]=1)=O.C(=O)([O-])[O-].[K+].[K+]. Product: [CH3:1][NH:2][C:3]([C:4]1[N:6]([C:7]2[CH:12]=[CH:11][CH:10]=[CH:9][CH:8]=2)[C:13]2[C:14]([C:19](=[O:35])[C:20]=1[CH2:21][CH:22]1[CH2:27][CH2:26][N:25]([C:28]([O:30][C:31]([CH3:32])([CH3:34])[CH3:33])=[O:29])[CH2:24][CH2:23]1)=[CH:15][CH:16]=[CH:17][CH:18]=2)=[O:36]. The catalyst class is: 5. (5) Reactant: [Br:1][C:2]1[CH:11]=[C:10]([O:12]C)[C:9]([O:14]C)=[CH:8][C:3]=1[C:4]([O:6][CH3:7])=[O:5].B(Br)(Br)Br.CO. Product: [Br:1][C:2]1[CH:11]=[C:10]([OH:12])[C:9]([OH:14])=[CH:8][C:3]=1[C:4]([O:6][CH3:7])=[O:5]. The catalyst class is: 4. (6) Reactant: C(=O)([O-])[O-].[K+].[K+].[SH:7][CH2:8][CH2:9][OH:10].F[C:12]1[CH:19]=[CH:18][CH:17]=[CH:16][C:13]=1[CH:14]=[O:15]. Product: [OH:10][CH2:9][CH2:8][S:7][C:12]1[CH:19]=[CH:18][CH:17]=[CH:16][C:13]=1[CH:14]=[O:15]. The catalyst class is: 397.